From a dataset of Forward reaction prediction with 1.9M reactions from USPTO patents (1976-2016). Predict the product of the given reaction. (1) Given the reactants [OH:1][CH:2]1[CH2:7][CH2:6][N:5]([C:8]([O:10][C:11]([CH3:14])([CH3:13])[CH3:12])=[O:9])[CH2:4][CH2:3]1.[H-].[Na+].F[C:18]1[CH:23]=[CH:22][C:21]([S:24][CH3:25])=[CH:20][CH:19]=1, predict the reaction product. The product is: [CH3:25][S:24][C:21]1[CH:22]=[CH:23][CH:18]=[CH:19][C:20]=1[O:1][CH:2]1[CH2:3][CH2:4][N:5]([C:8]([O:10][C:11]([CH3:14])([CH3:13])[CH3:12])=[O:9])[CH2:6][CH2:7]1. (2) Given the reactants S([O-])(O)=O.[Na+].[CH2:6]([O:8][C:9]([C:11]1[C:15]([CH3:16])=[C:14]([CH:17]=O)[NH:13][C:12]=1[CH3:19])=[O:10])[CH3:7].[NH2:20][C:21]1[CH:22]=[C:23]([CH:32]=[CH:33][C:34]=1[NH2:35])[C:24]([C:26]1[CH:31]=[CH:30][CH:29]=[CH:28][CH:27]=1)=[O:25].C(=O)([O-])[O-].[Na+].[Na+], predict the reaction product. The product is: [CH2:6]([O:8][C:9]([C:11]1[C:15]([CH3:16])=[C:14]([C:17]2[NH:20][C:21]3[CH:22]=[C:23]([C:24](=[O:25])[C:26]4[CH:31]=[CH:30][CH:29]=[CH:28][CH:27]=4)[CH:32]=[CH:33][C:34]=3[N:35]=2)[NH:13][C:12]=1[CH3:19])=[O:10])[CH3:7]. (3) Given the reactants C(OC([N:11]1[CH2:16][CH2:15][NH:14][C:13](=[O:17])[CH:12]1[CH2:18][O:19][CH3:20])=O)C1C=CC=CC=1.I[C:22]1[C:23]([NH2:28])=[N:24][CH:25]=[CH:26][CH:27]=1.Br, predict the reaction product. The product is: [NH2:28][C:23]1[C:22]2[C:23](=[CH:22][C:27]([CH2:26][N:14]3[CH2:15][CH2:16][NH:11][CH:12]([CH2:18][O:19][CH3:20])[C:13]3=[O:17])=[CH:26][CH:27]=2)[N:24]=[CH:25][N:24]=1. (4) Given the reactants NC1C(I)=CC(C)=CN=1.C[Si](C#C)(C)C.N12CCN(CC1)CC2.C[Si]([C:28]#[C:29][C:30]1[C:31]([NH2:37])=[N:32][CH:33]=[C:34]([CH3:36])[CH:35]=1)(C)C, predict the reaction product. The product is: [C:29]([C:30]1[C:31]([NH2:37])=[N:32][CH:33]=[C:34]([CH3:36])[CH:35]=1)#[CH:28]. (5) The product is: [N+:1]([C:4]1[C:12]2[N:11]=[C:10]([C:13]3[O:17][C:16]([P:18]([O:23][CH2:24][CH3:25])([O:20][CH2:21][CH3:22])=[O:19])=[CH:15][CH:14]=3)[N:9]([CH2:26][CH:27]([CH3:28])[CH3:29])[C:8]=2[C:7]([CH:30]2[CH2:35][CH2:31]2)=[CH:6][C:5]=1[F:32])([O-:3])=[O:2]. Given the reactants [N+:1]([C:4]1[C:12]2[N:11]=[C:10]([C:13]3[O:17][C:16]([P:18]([O:23][CH2:24][CH3:25])([O:20][CH2:21][CH3:22])=[O:19])=[CH:15][CH:14]=3)[N:9]([CH2:26][CH:27]([CH3:29])[CH3:28])[C:8]=2[C:7]([CH:30]=[CH2:31])=[CH:6][C:5]=1[F:32])([O-:3])=[O:2].[N+](=[CH2:35])=[N-], predict the reaction product. (6) Given the reactants [ClH:1].Cl.[Cl:3][C:4]1[CH:5]=[C:6]([CH:23]=[CH:24][CH:25]=1)[CH2:7][CH2:8][NH:9][CH2:10][CH2:11][C:12]1[CH:21]=[C:20]2[C:15]([CH:16]=[CH:17][C:18]([NH2:22])=[N:19]2)=[CH:14][CH:13]=1.C(NCC#C)(OC(C)(C)C)=O.C1(P(C2C=CC=CC=2)C2C=CC=CC=2)C=CC=CC=1, predict the reaction product. The product is: [ClH:3].[ClH:1].[Cl:1][C:25]1[CH:24]=[CH:23][C:6]([CH2:7][CH2:8][NH:9][CH2:10][CH2:11][C:12]2[CH:21]=[C:20]3[C:15]([CH:16]=[CH:17][C:18]([NH2:22])=[N:19]3)=[CH:14][CH:13]=2)=[CH:5][CH:4]=1. (7) Given the reactants Br[C:2]1[C:3]([F:19])=[CH:4][C:5]2[O:14][CH2:13][CH2:12][C:11]3[S:10][C:9]([C:15]([NH2:17])=[O:16])=[N:8][C:7]=3[C:6]=2[CH:18]=1.[F:20][CH2:21][C:22]([CH2:26][F:27])([OH:25])[C:23]#[CH:24], predict the reaction product. The product is: [F:19][C:3]1[C:2]([C:24]#[C:23][C:22]([CH2:26][F:27])([OH:25])[CH2:21][F:20])=[CH:18][C:6]2[C:7]3[N:8]=[C:9]([C:15]([NH2:17])=[O:16])[S:10][C:11]=3[CH2:12][CH2:13][O:14][C:5]=2[CH:4]=1.